This data is from Full USPTO retrosynthesis dataset with 1.9M reactions from patents (1976-2016). The task is: Predict the reactants needed to synthesize the given product. (1) Given the product [CH3:33][C@H:30]1[CH2:29][CH2:28][C@H:27]([N:16]([CH2:17][CH2:18][CH2:19][CH2:20][C:21]2[CH:26]=[CH:25][CH:24]=[CH:23][CH:22]=2)[C:14](=[O:15])[NH:13][C:11]2[S:12][C:8]([S:7][C:2]3([C:3]([OH:5])=[O:4])[CH2:1][CH2:34][CH2:6]3)=[CH:9][N:10]=2)[CH2:32][CH2:31]1, predict the reactants needed to synthesize it. The reactants are: [CH3:1][C:2]([S:7][C:8]1[S:12][C:11]([NH:13][C:14]([N:16]([C@H:27]2[CH2:32][CH2:31][C@H:30]([CH3:33])[CH2:29][CH2:28]2)[CH2:17][CH2:18][CH2:19][CH2:20][C:21]2[CH:26]=[CH:25][CH:24]=[CH:23][CH:22]=2)=[O:15])=[N:10][CH:9]=1)([CH3:6])[C:3]([OH:5])=[O:4].[CH2:34](OC(C1(SC2SC(N)=NC=2)CCC1)=O)C.C(OC(=O)C(SC1SC(N)=NC=1)(C)C)C. (2) Given the product [C:4]([O:8][C:9]([NH:11][CH2:12][C:13]1[CH:14]=[CH:15][C:16]([NH:19][C:20]2[N:25]=[C:24]([CH2:26][CH2:27][C:28]3[CH:33]=[CH:32][CH:31]=[CH:30][C:29]=3[CH2:34][C:35]([OH:37])=[O:36])[C:23]([C:39]([F:41])([F:42])[F:40])=[CH:22][N:21]=2)=[CH:17][CH:18]=1)=[O:10])([CH3:7])([CH3:5])[CH3:6], predict the reactants needed to synthesize it. The reactants are: O[Li].O.[C:4]([O:8][C:9]([NH:11][CH2:12][C:13]1[CH:18]=[CH:17][C:16]([NH:19][C:20]2[N:25]=[C:24]([CH2:26][CH2:27][C:28]3[CH:33]=[CH:32][CH:31]=[CH:30][C:29]=3[CH2:34][C:35]([O:37]C)=[O:36])[C:23]([C:39]([F:42])([F:41])[F:40])=[CH:22][N:21]=2)=[CH:15][CH:14]=1)=[O:10])([CH3:7])([CH3:6])[CH3:5]. (3) Given the product [C:39]([O:43][C@@H:44]([C:50]1[C:65]([CH3:66])=[CH:64][C:53]2[N:54]=[C:55]([C:57]3[CH:62]=[CH:61][N:60]=[C:59]([C:3]4[CH:4]=[C:5]5[C:10]([CH3:11])=[CH:9][N:8]([CH3:12])[C:6]5=[N:7][CH:2]=4)[CH:58]=3)[S:56][C:52]=2[C:51]=1[C:67]1[CH:68]=[CH:69][C:70]([Cl:73])=[CH:71][CH:72]=1)[C:45]([O:47][CH2:48][CH3:49])=[O:46])([CH3:40])([CH3:41])[CH3:42], predict the reactants needed to synthesize it. The reactants are: Br[C:2]1[N:7]=[C:6]2[N:8]([CH3:12])[CH:9]=[C:10]([CH3:11])[C:5]2=[CH:4][CH:3]=1.B1(B2OC(C)(C)C(C)(C)O2)OC(C)(C)C(C)(C)O1.ClCCl.C([O-])(=O)C.[K+].[C:39]([O:43][C@H:44]([C:50]1[C:65]([CH3:66])=[CH:64][C:53]2[N:54]=[C:55]([C:57]3[CH:62]=[CH:61][N:60]=[C:59](Cl)[CH:58]=3)[S:56][C:52]=2[C:51]=1[C:67]1[CH:72]=[CH:71][C:70]([Cl:73])=[CH:69][CH:68]=1)[C:45]([O:47][CH2:48][CH3:49])=[O:46])([CH3:42])([CH3:41])[CH3:40].C([O-])([O-])=O.[K+].[K+]. (4) Given the product [OH:11][C:7]1[CH:6]=[C:5]([C:3]2[N:12]=[C:13]3[CH:18]=[CH:17][C:16]([I:19])=[CH:15][N:14]3[CH:2]=2)[CH:10]=[CH:9][CH:8]=1, predict the reactants needed to synthesize it. The reactants are: Br[CH2:2][C:3]([C:5]1[CH:10]=[CH:9][CH:8]=[C:7]([OH:11])[CH:6]=1)=O.[NH2:12][C:13]1[CH:18]=[CH:17][C:16]([I:19])=[CH:15][N:14]=1. (5) Given the product [Br:1][C:2]1[C:6]([N+:7]([O-:9])=[O:8])=[C:5]([Br:10])[N:4]([CH2:14][CH2:15][CH2:16][OH:17])[N:3]=1, predict the reactants needed to synthesize it. The reactants are: [Br:1][C:2]1[C:6]([N+:7]([O-:9])=[O:8])=[C:5]([Br:10])[NH:4][N:3]=1.[H-].[Na+].Br[CH2:14][CH2:15][CH2:16][OH:17]. (6) Given the product [CH3:17][O:16][C:13]1[CH:14]=[CH:15][C:10]([CH2:9][N:5]2[C:6]([CH3:8])=[CH:7][C:2]([O:1][CH2:26][C:27]3[CH:44]=[CH:43][CH:42]=[CH:41][C:28]=3[CH2:29][N:30]3[C:38](=[O:39])[C:37]4[C:32](=[CH:33][CH:34]=[CH:35][CH:36]=4)[C:31]3=[O:40])=[CH:3][C:4]2=[O:18])=[CH:11][CH:12]=1, predict the reactants needed to synthesize it. The reactants are: [OH:1][C:2]1[CH:7]=[C:6]([CH3:8])[N:5]([CH2:9][C:10]2[CH:15]=[CH:14][C:13]([O:16][CH3:17])=[CH:12][CH:11]=2)[C:4](=[O:18])[CH:3]=1.C(=O)([O-])[O-].[K+].[K+].Cl[CH2:26][C:27]1[CH:44]=[CH:43][CH:42]=[CH:41][C:28]=1[CH2:29][N:30]1[C:38](=[O:39])[C:37]2[C:32](=[CH:33][CH:34]=[CH:35][CH:36]=2)[C:31]1=[O:40].